This data is from Reaction yield outcomes from USPTO patents with 853,638 reactions. The task is: Predict the reaction yield, written as a fraction of the theoretical maximum amount of product (1.0 means a 100% yield; for example, 0.34 means a 34% yield). (1) The reactants are [BH4-].[Na+].[CH2:3]([N:10]1[CH2:15][CH2:14][N:13]2[N:16]=[C:17]([C:19](OCC)=[O:20])[CH:18]=[C:12]2[C:11]1=[O:24])[C:4]1[CH:9]=[CH:8][CH:7]=[CH:6][CH:5]=1.CO.Cl. The catalyst is C(Cl)Cl.O. The product is [CH2:3]([N:10]1[CH2:15][CH2:14][N:13]2[N:16]=[C:17]([CH2:19][OH:20])[CH:18]=[C:12]2[C:11]1=[O:24])[C:4]1[CH:5]=[CH:6][CH:7]=[CH:8][CH:9]=1. The yield is 0.810. (2) The reactants are [N:1]([CH2:4][CH3:5])=[C:2]=[O:3].[CH2:6]([C:8]1[C:16]2[C:11](=[CH:12][C:13]([C:17]3[N:21]([C:22]4[CH:27]=[CH:26][C:25]([S:28]([CH3:31])(=[O:30])=[O:29])=[CH:24][CH:23]=4)[N:20]=[CH:19][CH:18]=3)=[CH:14][CH:15]=2)[NH:10][N:9]=1)[CH3:7].O.C(OCC)(=O)C. The catalyst is N1C=CC=CC=1. The product is [CH2:4]([NH:1][C:2]([N:10]1[C:11]2[C:16](=[CH:15][CH:14]=[C:13]([C:17]3[N:21]([C:22]4[CH:23]=[CH:24][C:25]([S:28]([CH3:31])(=[O:30])=[O:29])=[CH:26][CH:27]=4)[N:20]=[CH:19][CH:18]=3)[CH:12]=2)[C:8]([CH2:6][CH3:7])=[N:9]1)=[O:3])[CH3:5]. The yield is 0.540. (3) The reactants are B.O1CCCC1.[N+:7]([C:10]1[CH:11]=[C:12]([CH:16]=[CH:17][C:18]=1[N+:19]([O-:21])=[O:20])[C:13](O)=[O:14])([O-:9])=[O:8]. The catalyst is O1CCCC1. The product is [N+:7]([C:10]1[CH:11]=[C:12]([CH2:13][OH:14])[CH:16]=[CH:17][C:18]=1[N+:19]([O-:21])=[O:20])([O-:9])=[O:8]. The yield is 1.00. (4) The reactants are C([N:3]([C:9]1[C:10]([CH3:29])=[C:11]([CH3:28])[C:12]2[O:16][CH2:15][CH:14]([C:17]3[CH:22]=[CH:21][C:20]([CH:23]([CH3:25])[CH3:24])=[CH:19][CH:18]=3)[C:13]=2[C:26]=1[CH3:27])[C:4](=[O:8])[C:5]([O-])=[O:6])C.[C:30]([Mg]Cl)([CH3:33])([CH3:32])[CH3:31]. The catalyst is C1COCC1. The yield is 0.380. The product is [OH:6][CH:5]([C:30]([CH3:33])([CH3:32])[CH3:31])[C:4]([NH:3][C:9]1[C:10]([CH3:29])=[C:11]([CH3:28])[C:12]2[O:16][CH2:15][CH:14]([C:17]3[CH:18]=[CH:19][C:20]([CH:23]([CH3:25])[CH3:24])=[CH:21][CH:22]=3)[C:13]=2[C:26]=1[CH3:27])=[O:8]. (5) The reactants are [CH:1]([C:4]1[CH:34]=[CH:33][C:7]([CH2:8][O:9][C:10]([N:12]2[CH2:17][CH2:16][CH2:15][CH:14]([C:18]3[CH:23]=[CH:22][CH:21]=[C:20]([O:24][C:25]([C:28]([O:30]CC)=[O:29])([CH3:27])[CH3:26])[CH:19]=3)[CH2:13]2)=[O:11])=[CH:6][CH:5]=1)([CH3:3])[CH3:2].C(=O)([O-])[O-].[K+].[K+].CO. The catalyst is O. The product is [CH:1]([C:4]1[CH:5]=[CH:6][C:7]([CH2:8][O:9][C:10]([N:12]2[CH2:17][CH2:16][CH2:15][CH:14]([C:18]3[CH:23]=[CH:22][CH:21]=[C:20]([O:24][C:25]([C:28]([OH:30])=[O:29])([CH3:27])[CH3:26])[CH:19]=3)[CH2:13]2)=[O:11])=[CH:33][CH:34]=1)([CH3:3])[CH3:2]. The yield is 0.990. (6) The yield is 0.910. The reactants are Cl.[Cl:2][C:3]1[CH:8]=[CH:7][C:6]([C:9]2[CH:41]=[CH:40][C:39]([N:42]3[CH2:46][CH2:45][CH2:44][C:43]3=[O:47])=[CH:38][C:10]=2[CH2:11][O:12][C:13]2[CH:18]=[CH:17][C:16]([C:19]3[N:23]([CH:24]4[CH2:29][CH2:28][CH2:27][CH2:26][CH2:25]4)[C:22]4[CH:30]=[CH:31][C:32]([C:34]([OH:36])=[O:35])=[CH:33][C:21]=4[N:20]=3)=[C:15]([F:37])[CH:14]=2)=[CH:5][CH:4]=1. The product is [ClH:2].[Cl:2][C:3]1[CH:8]=[CH:7][C:6]([C:9]2[CH:41]=[CH:40][C:39]([N:42]3[CH2:46][CH2:45][CH2:44][C:43]3=[O:47])=[CH:38][C:10]=2[CH2:11][O:12][C:13]2[CH:18]=[CH:17][C:16]([C:19]3[N:23]([CH:24]4[CH2:29][CH2:28][CH2:27][CH2:26][CH2:25]4)[C:22]4[CH:30]=[CH:31][C:32]([C:34]([OH:36])=[O:35])=[CH:33][C:21]=4[N:20]=3)=[C:15]([F:37])[CH:14]=2)=[CH:5][CH:4]=1. The catalyst is CC(C)=O.C(C(C)=O)C. (7) The reactants are [CH2:1]([CH:21](CCC(CCCC(CCCC(CCCC(C)C)C)C)C)[OH:22])[CH2:2][CH:3]([CH2:5][CH2:6][CH2:7][CH:8]([CH2:10][CH2:11][CH2:12][CH:13]([CH2:15][CH2:16][CH2:17][CH:18]([CH3:20])[CH3:19])[CH3:14])[CH3:9])[CH3:4].Cl.CN(C)CCCC(O)=O.C(Cl)CCl.C(N(C(C)C)CC)(C)C. The catalyst is ClCCl.CN(C)C1C=CN=CC=1. The product is [CH2:1]([CH2:21][OH:22])[CH2:2][CH:3]([CH2:5][CH2:6][CH2:7][CH:8]([CH2:10][CH2:11][CH2:12][CH:13]([CH2:15][CH2:16][CH2:17][CH:18]([CH3:20])[CH3:19])[CH3:14])[CH3:9])[CH3:4]. The yield is 0.440. (8) The reactants are Br[C:2]1[CH:3]=[C:4]([N:9]2[CH2:14][CH2:13][O:12][CH2:11][CH2:10]2)[C:5]([F:8])=[N:6][CH:7]=1.[CH3:15][C:16]1[N:21]=[CH:20][C:19]([NH2:22])=[CH:18][C:17]=1B1OC(C)(C)C(C)(C)O1. No catalyst specified. The yield is 1.00. The product is [F:8][C:5]1[N:6]=[CH:7][C:2]([C:17]2[C:16]([CH3:15])=[N:21][CH:20]=[C:19]([NH2:22])[CH:18]=2)=[CH:3][C:4]=1[N:9]1[CH2:14][CH2:13][O:12][CH2:11][CH2:10]1.